Predict the reactants needed to synthesize the given product. From a dataset of Full USPTO retrosynthesis dataset with 1.9M reactions from patents (1976-2016). (1) The reactants are: CS(O[CH2:6][C@@H:7]([NH:15][C:16]([O:18][C:19]([CH3:22])([CH3:21])[CH3:20])=[O:17])[CH2:8][CH:9]1[CH2:14][CH2:13][CH2:12][CH2:11][CH2:10]1)(=O)=O.[N-:23]=[N+:24]=[N-:25].[Na+].O. Given the product [N:23]([CH2:6][C@@H:7]([NH:15][C:16](=[O:17])[O:18][C:19]([CH3:22])([CH3:21])[CH3:20])[CH2:8][CH:9]1[CH2:14][CH2:13][CH2:12][CH2:11][CH2:10]1)=[N+:24]=[N-:25], predict the reactants needed to synthesize it. (2) Given the product [Br:1][C:2]1[CH:3]=[C:4]2[C:10]([CH3:20])=[CH:9][N:8]([CH2:12][O:13][CH2:14][CH2:15][Si:16]([CH3:19])([CH3:18])[CH3:17])[C:5]2=[N:6][CH:7]=1, predict the reactants needed to synthesize it. The reactants are: [Br:1][C:2]1[CH:3]=[C:4]2[C:10](I)=[CH:9][N:8]([CH2:12][O:13][CH2:14][CH2:15][Si:16]([CH3:19])([CH3:18])[CH3:17])[C:5]2=[N:6][CH:7]=1.[CH3:20]B1OB(C)OB(C)O1.C(=O)([O-])[O-].[K+].[K+]. (3) Given the product [Cl:29][C:25]1[C:23]2[N:24]=[C:20]([CH2:2][C:1]([O:4][C:5]([CH3:8])([CH3:7])[CH3:6])=[O:3])[S:21][C:22]=2[CH:28]=[CH:27][CH:26]=1, predict the reactants needed to synthesize it. The reactants are: [C:1]([O:4][C:5]([CH3:8])([CH3:7])[CH3:6])(=[O:3])[CH3:2].C[Si]([N-][Si](C)(C)C)(C)C.[Li+].Cl[C:20]1[S:21][C:22]2[CH:28]=[CH:27][CH:26]=[C:25]([Cl:29])[C:23]=2[N:24]=1. (4) Given the product [C:38]([OH:45])(=[O:44])/[CH:39]=[CH:40]\[C:41]([OH:43])=[O:42].[C:38]([OH:45])(=[O:44])/[CH:39]=[CH:40]\[C:41]([OH:43])=[O:42].[C:38]([OH:45])(=[O:44])/[CH:39]=[CH:40]\[C:41]([OH:43])=[O:42].[CH3:1][N:2]([CH3:37])[C@@H:3]1[CH2:7][CH2:6][N:5]([C@@H:8]2[CH2:13][CH2:12][C@H:11]([N:14]3[C:18]4[N:19]=[CH:20][N:21]=[C:22]([NH2:23])[C:17]=4[C:16]([C:24]4[CH:25]=[CH:26][C:27]([O:30][C:31]5[CH:32]=[CH:33][CH:34]=[CH:35][CH:36]=5)=[CH:28][CH:29]=4)=[CH:15]3)[CH2:10][CH2:9]2)[CH2:4]1, predict the reactants needed to synthesize it. The reactants are: [CH3:1][N:2]([CH3:37])[C@@H:3]1[CH2:7][CH2:6][N:5]([C@@H:8]2[CH2:13][CH2:12][C@H:11]([N:14]3[C:18]4[N:19]=[CH:20][N:21]=[C:22]([NH2:23])[C:17]=4[C:16]([C:24]4[CH:29]=[CH:28][C:27]([O:30][C:31]5[CH:36]=[CH:35][CH:34]=[CH:33][CH:32]=5)=[CH:26][CH:25]=4)=[CH:15]3)[CH2:10][CH2:9]2)[CH2:4]1.[C:38]([OH:45])(=[O:44])/[CH:39]=[CH:40]\[C:41]([OH:43])=[O:42].